This data is from Full USPTO retrosynthesis dataset with 1.9M reactions from patents (1976-2016). The task is: Predict the reactants needed to synthesize the given product. (1) Given the product [Br:1][C:2]1[CH:3]=[C:4]([C:8]2[CH2:14][CH2:13][CH2:12][CH2:11][CH2:10][CH:9]=2)[CH:5]=[CH:6][CH:7]=1, predict the reactants needed to synthesize it. The reactants are: [Br:1][C:2]1[CH:3]=[C:4]([C:8]2(O)[CH2:14][CH2:13][CH2:12][CH2:11][CH2:10][CH2:9]2)[CH:5]=[CH:6][CH:7]=1.O.Cl. (2) Given the product [ClH:26].[NH:8]1[CH2:9][CH2:10][CH:11]([O:14][C:15]2[CH:16]=[CH:17][C:18]3[O:23][CH2:22][C:21](=[O:24])[NH:20][C:19]=3[CH:25]=2)[CH2:12][CH2:13]1, predict the reactants needed to synthesize it. The reactants are: C(OC([N:8]1[CH2:13][CH2:12][CH:11]([O:14][C:15]2[CH:16]=[CH:17][C:18]3[O:23][CH2:22][C:21](=[O:24])[NH:20][C:19]=3[CH:25]=2)[CH2:10][CH2:9]1)=O)(C)(C)C.[Cl:26]CCl.Cl. (3) Given the product [ClH:35].[NH2:18][CH2:17][C:16]1[CH:15]=[CH:14][C:13]([C:10]2[S:11][CH:12]=[C:8]([C:6]([C:5]3[CH:28]=[C:29]([O:33][CH3:34])[C:30]([O:31][CH3:32])=[C:3]([O:2][CH3:1])[CH:4]=3)=[O:7])[N:9]=2)=[CH:27][CH:26]=1, predict the reactants needed to synthesize it. The reactants are: [CH3:1][O:2][C:3]1[CH:4]=[C:5]([CH:28]=[C:29]([O:33][CH3:34])[C:30]=1[O:31][CH3:32])[C:6]([C:8]1[N:9]=[C:10]([C:13]2[CH:27]=[CH:26][C:16]([CH2:17][NH:18]C(=O)OC(C)(C)C)=[CH:15][CH:14]=2)[S:11][CH:12]=1)=[O:7].[ClH:35]. (4) Given the product [BrH:1].[CH3:18][O:17][C:14]1[CH:15]=[CH:16][C:11]([CH2:10][N:8]2[CH:9]=[C:5]([C:3]3[N:30]=[C:28]([NH:27][C:25]4[CH:24]=[CH:23][CH:22]=[C:21]([I:20])[N:26]=4)[S:29][C:2]=3[CH3:19])[CH:6]=[N:7]2)=[CH:12][CH:13]=1, predict the reactants needed to synthesize it. The reactants are: [Br:1][CH:2]([CH3:19])[C:3]([C:5]1[CH:6]=[N:7][N:8]([CH2:10][C:11]2[CH:16]=[CH:15][C:14]([O:17][CH3:18])=[CH:13][CH:12]=2)[CH:9]=1)=O.[I:20][C:21]1[N:26]=[C:25]([NH:27][C:28]([NH2:30])=[S:29])[CH:24]=[CH:23][CH:22]=1. (5) Given the product [F:1][C:2]1[C:3]([C:22]2[N:26]([CH:27]3[CH2:32][CH2:31][O:30][CH2:29][CH2:28]3)[C:25]([CH3:33])=[N:24][CH:23]=2)=[N:4][C:5]([NH:8][CH:9]2[CH2:14][CH2:13][N:12]([S:35]([CH3:34])(=[O:37])=[O:36])[CH2:11][CH2:10]2)=[N:6][CH:7]=1, predict the reactants needed to synthesize it. The reactants are: [F:1][C:2]1[C:3]([C:22]2[N:26]([CH:27]3[CH2:32][CH2:31][O:30][CH2:29][CH2:28]3)[C:25]([CH3:33])=[N:24][CH:23]=2)=[N:4][C:5]([NH:8][CH:9]2[CH2:14][CH2:13][N:12](C(OC(C)(C)C)=O)[CH2:11][CH2:10]2)=[N:6][CH:7]=1.[CH3:34][S:35](Cl)(=[O:37])=[O:36]. (6) Given the product [F:20][C:21]1[CH:26]=[CH:25][CH:24]=[CH:23][C:22]=1[C:2]1[C:11]2[O:10][CH:9]([CH3:12])[CH2:8][N:7]([C:13]([O:15][C:16]([CH3:19])([CH3:18])[CH3:17])=[O:14])[CH2:6][C:5]=2[S:4][CH:3]=1, predict the reactants needed to synthesize it. The reactants are: Br[C:2]1[C:11]2[O:10][CH:9]([CH3:12])[CH2:8][N:7]([C:13]([O:15][C:16]([CH3:19])([CH3:18])[CH3:17])=[O:14])[CH2:6][C:5]=2[S:4][CH:3]=1.[F:20][C:21]1[CH:26]=[CH:25][CH:24]=[CH:23][C:22]=1B(O)O.C(=O)([O-])[O-].[K+].[K+].O. (7) The reactants are: FC(F)(F)C(O)=O.[CH3:8][NH:9][C@H:10]([C:14]([NH:16][C@H:17]([C:21]([N:23]([C@@H:25]([C@@H:65]([CH3:68])[CH2:66][CH3:67])[C@H:26]([O:63][CH3:64])[CH2:27][C:28]([N:30]1[CH2:34][CH2:33][CH2:32][C@H:31]1[C@H:35]([O:61][CH3:62])[C@@H:36]([CH3:60])[C:37]([NH:39][C@H:40](/[CH:48]=[CH:49]/[C:50]1[CH:55]=[CH:54][C:53]([C:56]([O:58][CH3:59])=[O:57])=[CH:52][CH:51]=1)[CH2:41][C:42]1[CH:47]=[CH:46][CH:45]=[CH:44][CH:43]=1)=[O:38])=[O:29])[CH3:24])=[O:22])[CH:18]([CH3:20])[CH3:19])=[O:15])[CH:11]([CH3:13])[CH3:12].O=[CH:70][CH2:71][CH2:72][C:73]([OH:75])=[O:74].C([BH3-])#N.[Na+]. Given the product [C:73]([CH2:72][CH2:71][CH2:70][N:9]([CH3:8])[C@H:10]([C:14]([NH:16][C@H:17]([C:21]([N:23]([C@@H:25]([C@@H:65]([CH3:68])[CH2:66][CH3:67])[C@H:26]([O:63][CH3:64])[CH2:27][C:28]([N:30]1[CH2:34][CH2:33][CH2:32][C@H:31]1[C@H:35]([O:61][CH3:62])[C@@H:36]([CH3:60])[C:37]([NH:39][C@H:40](/[CH:48]=[CH:49]/[C:50]1[CH:51]=[CH:52][C:53]([C:56]([O:58][CH3:59])=[O:57])=[CH:54][CH:55]=1)[CH2:41][C:42]1[CH:43]=[CH:44][CH:45]=[CH:46][CH:47]=1)=[O:38])=[O:29])[CH3:24])=[O:22])[CH:18]([CH3:20])[CH3:19])=[O:15])[CH:11]([CH3:13])[CH3:12])([OH:75])=[O:74], predict the reactants needed to synthesize it. (8) Given the product [CH3:1][O:2][C:3]1[CH:11]=[C:10]([CH3:12])[C:9]2[N:8]([S:42]([C:39]3[CH:40]=[CH:41][C:36]([CH3:46])=[CH:37][CH:38]=3)(=[O:44])=[O:43])[CH:7]=[CH:6][C:5]=2[C:4]=1[C:13]([C:15]1[N:25]([CH2:26][O:27][CH2:28][CH2:29][Si:30]([CH3:31])([CH3:33])[CH3:32])[C:18]2=[N:19][CH:20]=[C:21]([C:23]#[N:24])[CH:22]=[C:17]2[N:16]=1)=[O:14], predict the reactants needed to synthesize it. The reactants are: [CH3:1][O:2][C:3]1[CH:11]=[C:10]([CH3:12])[C:9]2[NH:8][CH:7]=[CH:6][C:5]=2[C:4]=1[C:13]([C:15]1[N:25]([CH2:26][O:27][CH2:28][CH2:29][Si:30]([CH3:33])([CH3:32])[CH3:31])[C:18]2=[N:19][CH:20]=[C:21]([C:23]#[N:24])[CH:22]=[C:17]2[N:16]=1)=[O:14].[H-].[Na+].[C:36]1([CH3:46])[CH:41]=[CH:40][C:39]([S:42](Cl)(=[O:44])=[O:43])=[CH:38][CH:37]=1. (9) The reactants are: [CH:1]([C:4]1[CH:9]=[CH:8][C:7]([C:10]2[S:11][C:12]([C:15]3[CH:16]=[C:17]([CH:22]=[CH:23][CH:24]=3)[C:18]([O:20]C)=[O:19])=[CH:13][N:14]=2)=[CH:6][CH:5]=1)([CH3:3])[CH3:2].[Li+].[OH-]. Given the product [CH:1]([C:4]1[CH:5]=[CH:6][C:7]([C:10]2[S:11][C:12]([C:15]3[CH:16]=[C:17]([CH:22]=[CH:23][CH:24]=3)[C:18]([OH:20])=[O:19])=[CH:13][N:14]=2)=[CH:8][CH:9]=1)([CH3:3])[CH3:2], predict the reactants needed to synthesize it.